Dataset: Human Reference Interactome with 51,813 positive PPI pairs across 8,248 proteins, plus equal number of experimentally-validated negative pairs. Task: Binary Classification. Given two protein amino acid sequences, predict whether they physically interact or not. (1) Protein 1 (ENSG00000121775) has sequence MGGRRGPNRTSYCRNPLCEPGSSGGSSGSHTSSASVTSVRSRTRSSSGTGLSSPPLATQTVVPLQHCKIPELPVQASILFELQLFFCQLIALFVHYINIYKTVWWYPPSHPPSHTSLNFHLIDFNLLMVTTIVLGRRFIGSIVKEASQRGKVSLFRSILLFLTRFTVLTATGWSLCRSLIHLFRTYSFLNLLFLCYPFGMYIPFLQLNCDLRKTSLFNHMASMGPREAVSGLAKSRDYLLTLRETWKQHTRQLYGPDAMPTHACCLSPSLIRSEVEFLKMDFNWRMKEVLVSSMLSAYYV.... Protein 2 (ENSG00000014123) has sequence MADAWEEIRRLAADFQRAQFAEATQRLSERNCIEIVNKLIAQKQLEVVHTLDGKEYITPAQISKEMRDELHVRGGRVNIVDLQQVINVDLIHIENRIGDIIKSEKHVQLVLGQLIDENYLDRLAEEVNDKLQESGQVTISELCKTYDLPGNFLTQALTQRLGRIISGHIDLDNRGVIFTEAFVARHKARIRGLFSAITRPTAVNSLISKYGFQEQLLYSVLEELVNSGRLRGTVVGGRQDKAVFVPDIYSRTQSTWVDSFFRQNGYLEFDALSRLGIPDAVSYIKKRYKTTQLLFLKAAC.... Result: 0 (the proteins do not interact). (2) Protein 1 (ENSG00000015153) has sequence MGDKKSPTRPKRQPKPSSDEGYWDCSVCTFRNSAEAFKCMMCDVRKGTSTRSTLFEVIVSASRTKEPLKFPISGRKPRPVSQLVAQQVTQQFVPPTQSKKEKKDKVEKEKSEKETTSKKNSHKKTRPRLKNVDRSSAQHLEVTVGDLTVIITDFKEKTKSPPASSAASADQHSQSGSSSDNTERGMSRSSSPRGEASSLNGESH*MGDKKSPTRKPRPVSQLVAQQVTQQFVPPTQSKKEKKDKVEKEKSEKETTSKKNSHKKTRPRLKNVDRSSAQHLEVTVGDLTVIITDFKEKTKSP.... Protein 2 (ENSG00000186074) has sequence MPLLTLYLLLFWLSGYSIVTQITGPTTVNGLERGSLTVQCVYRSGWETYLKWWCRGAIWRDCKILVKTSGSEQEVKRDRVSIKDNQKNRTFTVTMEDLMKTDADTYWCGIEKTGNDLGVTVQVTIDPAPVTQEETSSSPTLTGHHLDNRHKLLKLSVLLPLIFTILLLLLVAASLLAWRMMKYQQKAAGMSPEQVLQPLEGDLCYADLTLQLAGTSPQKATTKLSSAQVDQVEVEYVTMASLPKEDISYASLTLGAEDQEPTYCNMGHLSSHLPGRGPEEPTEYSTISRP*MPLLTLYLL.... Result: 1 (the proteins interact).